This data is from Forward reaction prediction with 1.9M reactions from USPTO patents (1976-2016). The task is: Predict the product of the given reaction. (1) Given the reactants [OH:1][C:2]1[CH:3]=[C:4]([CH:9]=[C:10]([OH:12])[CH:11]=1)[C:5]([O:7][CH3:8])=[O:6].[C:13]1([CH3:23])[CH:18]=[CH:17][C:16]([S:19](Cl)(=[O:21])=[O:20])=[CH:15][CH:14]=1.C(=O)([O-])O.[Na+], predict the reaction product. The product is: [OH:1][C:2]1[CH:3]=[C:4]([CH:9]=[C:10]([O:12][S:19]([C:16]2[CH:17]=[CH:18][C:13]([CH3:23])=[CH:14][CH:15]=2)(=[O:21])=[O:20])[CH:11]=1)[C:5]([O:7][CH3:8])=[O:6]. (2) Given the reactants [O:1]=[C:2]1[C:10]2([CH2:14][O:13][C:12]3[CH:15]=[C:16]4[C:20](=[CH:21][C:11]2=3)[CH2:19][CH2:18][O:17]4)[C:9]2[C:4](=[CH:5][CH:6]=[CH:7][CH:8]=2)[N:3]1[CH2:22][C:23]1[CH:32]=[CH:31][C:26]([C:27]([O:29]C)=[O:28])=[CH:25][CH:24]=1.O=C1C2(COC3C=C4C(=CC2=3)CCO4)C2C(=CC=CC=2)N1CC1C=CC=CC=1C(OC)=O, predict the reaction product. The product is: [O:1]=[C:2]1[C:10]2([CH2:14][O:13][C:12]3[CH:15]=[C:16]4[C:20](=[CH:21][C:11]2=3)[CH2:19][CH2:18][O:17]4)[C:9]2[C:4](=[CH:5][CH:6]=[CH:7][CH:8]=2)[N:3]1[CH2:22][C:23]1[CH:24]=[CH:25][C:26]([C:27]([OH:29])=[O:28])=[CH:31][CH:32]=1. (3) The product is: [CH2:36]([N:43]1[CH2:62][C:59]2([CH2:58][N:57]3[C:56]4[CH:55]=[C:54]([C:72]([O:74][CH3:75])=[O:73])[CH:53]=[CH:52][C:51]=4[C:50]([CH:44]4[CH2:49][CH2:48][CH2:47][CH2:46][CH2:45]4)=[C:67]3[C:66]3[CH:68]=[CH:69][CH:70]=[CH:71][C:65]=3[O:64][CH2:63]2)[CH2:60]1)[C:37]1[CH:42]=[CH:41][CH:40]=[CH:39][CH:38]=1. Given the reactants C1(C2C3C=CC(C([O-])=O)=CC=3N3C=2C2C=CC=CC=2OCC2(COC(C)(C)OC2)C3)CCCCC1.[CH2:36]([NH2:43])[C:37]1[CH:42]=[CH:41][CH:40]=[CH:39][CH:38]=1.[CH:44]1([C:50]2[C:51]3[CH:52]=[CH:53][C:54]([C:72]([O:74][CH3:75])=[O:73])=[CH:55][C:56]=3[N:57]3[C:67]=2[C:66]2[CH:68]=[CH:69][CH:70]=[CH:71][C:65]=2[O:64][CH2:63][C:59]2([CH2:62]O[CH2:60]2)[CH2:58]3)[CH2:49][CH2:48][CH2:47][CH2:46][CH2:45]1, predict the reaction product. (4) Given the reactants [CH3:1][C:2]1[C:6]2[CH:7]=[CH:8][C:9]([C:11]([F:14])([F:13])[F:12])=[CH:10][C:5]=2[O:4][C:3]=1[C:15]([OH:17])=O.C(N1C=CN=C1)(N1C=CN=C1)=O.[CH3:30][NH:31][O:32][CH3:33], predict the reaction product. The product is: [CH3:30][N:31]([O:32][CH3:33])[C:15]([C:3]1[O:4][C:5]2[CH:10]=[C:9]([C:11]([F:12])([F:13])[F:14])[CH:8]=[CH:7][C:6]=2[C:2]=1[CH3:1])=[O:17]. (5) Given the reactants [CH:1]1([N:8]2[C:12]3[N:13]=[C:14]([NH:17][C:18]4[CH:26]=[CH:25][C:21]([C:22]([OH:24])=O)=[CH:20][N:19]=4)[N:15]=[CH:16][C:11]=3[CH:10]=[C:9]2[C:27](=[O:31])[N:28]([CH3:30])[CH3:29])[CH2:7][CH2:6][CH2:5][CH2:4][CH2:3][CH2:2]1.[C:32]([O:36][C:37]([N:39]1[CH2:44][CH:43]2[CH2:45][CH:40]1[CH2:41][NH:42]2)=[O:38])([CH3:35])([CH3:34])[CH3:33], predict the reaction product. The product is: [C:32]([O:36][C:37]([N:39]1[CH2:44][CH:43]2[CH2:45][CH:40]1[CH2:41][N:42]2[C:22]([C:21]1[CH:20]=[N:19][C:18]([NH:17][C:14]2[N:15]=[CH:16][C:11]3[CH:10]=[C:9]([C:27](=[O:31])[N:28]([CH3:29])[CH3:30])[N:8]([CH:1]4[CH2:7][CH2:6][CH2:5][CH2:4][CH2:3][CH2:2]4)[C:12]=3[N:13]=2)=[CH:26][CH:25]=1)=[O:24])=[O:38])([CH3:35])([CH3:33])[CH3:34].